Dataset: Forward reaction prediction with 1.9M reactions from USPTO patents (1976-2016). Task: Predict the product of the given reaction. (1) Given the reactants [CH:1]1([C:5]([CH:7]2[C:12](=O)[CH2:11][CH2:10][N:9]([C:14]([O:16][C:17]([CH3:20])([CH3:19])[CH3:18])=[O:15])[CH2:8]2)=O)[CH2:4][CH2:3][CH2:2]1.[NH2:21][NH2:22].O, predict the reaction product. The product is: [CH:1]1([C:5]2[C:7]3[CH2:8][N:9]([C:14]([O:16][C:17]([CH3:20])([CH3:19])[CH3:18])=[O:15])[CH2:10][CH2:11][C:12]=3[NH:22][N:21]=2)[CH2:4][CH2:3][CH2:2]1. (2) Given the reactants [F:1][C:2]([F:19])([F:18])[C:3]1[CH:17]=[CH:16][C:6]([CH2:7][C:8]2[O:12][N:11]=[C:10]([C:13]([OH:15])=O)[CH:9]=2)=[CH:5][CH:4]=1.[O:20]1[CH2:24][CH2:23][CH:22]([CH2:25][NH2:26])[CH2:21]1.ON1C2C=CC=CC=2N=N1.Cl.C(N=C=NCCCN(C)C)C, predict the reaction product. The product is: [O:20]1[CH2:24][CH2:23][CH:22]([CH2:25][NH:26][C:13]([C:10]2[CH:9]=[C:8]([CH2:7][C:6]3[CH:5]=[CH:4][C:3]([C:2]([F:1])([F:19])[F:18])=[CH:17][CH:16]=3)[O:12][N:11]=2)=[O:15])[CH2:21]1. (3) Given the reactants [C:1]1([CH3:12])[CH:6]=[C:5]([CH3:7])[CH:4]=[C:3]([CH3:8])[C:2]=1[CH2:9][C:10]#[N:11].[H-].[Na+].[CH2:15]([N:19]([C:22]1[C:27]([CH3:28])=[C:26](Cl)[N:25]=[C:24]([CH3:30])[N:23]=1)[CH2:20][CH3:21])[CH2:16][CH2:17][CH3:18], predict the reaction product. The product is: [CH2:15]([N:19]([CH2:20][CH3:21])[C:22]1[N:23]=[C:24]([CH3:30])[N:25]=[C:26]([CH:9]([C:2]2[C:3]([CH3:8])=[CH:4][C:5]([CH3:7])=[CH:6][C:1]=2[CH3:12])[C:10]#[N:11])[C:27]=1[CH3:28])[CH2:16][CH2:17][CH3:18]. (4) The product is: [Cl:20][C:15]1[CH:14]=[C:13]([CH:18]=[CH:17][C:16]=1[Cl:19])[O:12][C:6]1[N:7]=[CH:8][C:9]([F:11])=[CH:10][C:5]=1[C:4]([OH:21])=[O:3]. Given the reactants C([O:3][C:4](=[O:21])[C:5]1[CH:10]=[C:9]([F:11])[CH:8]=[N:7][C:6]=1[O:12][C:13]1[CH:18]=[CH:17][C:16]([Cl:19])=[C:15]([Cl:20])[CH:14]=1)C.O.[OH-].[Li+].Cl, predict the reaction product. (5) Given the reactants [O:1]1[CH:5]=[N:4][N:3]=[CH:2]1.[C:6]1([C:12]#[CH:13])[CH:11]=[CH:10][CH:9]=[CH:8][CH:7]=1.[CH3:14][OH:15].C(Cl)Cl.[CH3:19][CH2:20][CH2:21][CH2:22][CH2:23][CH3:24].CCN([CH2:30][CH3:31])CC, predict the reaction product. The product is: [C:6]1([C:12]#[C:13][C:21]2[CH:20]=[CH:19][C:24]([C:13]#[C:12][C:6]3[CH:11]=[CH:10][CH:9]=[CH:8][CH:7]=3)=[CH:23][C:22]=2[C:5]2[O:1][C:2]([C:6]3[CH:11]=[CH:10][C:14]([O:15][CH2:19][CH2:20][CH2:21][CH2:22][CH2:23][CH2:24][CH2:30][CH3:31])=[CH:8][CH:7]=3)=[N:3][N:4]=2)[CH:11]=[CH:10][CH:9]=[CH:8][CH:7]=1. (6) Given the reactants Br[C:2]1[C:3]([NH2:8])=[N:4][CH:5]=[CH:6][CH:7]=1.[C:9]1(B2OC(C)(C)C(C)(C)O2)[CH2:14][CH2:13][CH2:12][CH2:11][CH:10]=1.C(=O)([O-])[O-].[Cs+].[Cs+].O1CCOCC1, predict the reaction product. The product is: [C:9]1([C:2]2[C:3]([NH2:8])=[N:4][CH:5]=[CH:6][CH:7]=2)[CH2:14][CH2:13][CH2:12][CH2:11][CH:10]=1.